From a dataset of Full USPTO retrosynthesis dataset with 1.9M reactions from patents (1976-2016). Predict the reactants needed to synthesize the given product. (1) Given the product [CH3:1][O:2][C:3](=[O:39])[CH:4]([C:9]1[CH:14]=[C:13]([C:15]2[CH:16]=[CH:17][C:18]([C:21]([F:22])([F:23])[F:24])=[CH:19][CH:20]=2)[N:12]=[C:11]([C:25]2[CH:26]=[C:27]([C:35]([F:38])([F:36])[F:37])[CH:28]=[C:29]([C:31]([F:32])([F:33])[F:34])[CH:30]=2)[CH:10]=1)[CH2:5][CH:6]([CH3:8])[CH3:7], predict the reactants needed to synthesize it. The reactants are: [CH3:1][O:2][C:3](=[O:39])[CH:4]([C:9]1[CH:14]=[C:13]([C:15]2[CH:20]=[CH:19][C:18]([C:21]([F:24])([F:23])[F:22])=[CH:17][CH:16]=2)[N:12]=[C:11]([C:25]2[CH:30]=[C:29]([C:31]([F:34])([F:33])[F:32])[CH:28]=[C:27]([C:35]([F:38])([F:37])[F:36])[CH:26]=2)[CH:10]=1)[CH2:5][C:6]([CH3:8])=[CH2:7]. (2) Given the product [CH3:1][O:2][C:3]1[CH:9]=[C:8]([B:10]2[O:14][C:13]([CH3:16])([CH3:15])[C:12]([CH3:18])([CH3:17])[O:11]2)[CH:7]=[CH:6][C:4]=1[NH:5][C:24](=[O:25])[O:23][C:20]([CH3:22])([CH3:21])[CH3:19], predict the reactants needed to synthesize it. The reactants are: [CH3:1][O:2][C:3]1[CH:9]=[C:8]([B:10]2[O:14][C:13]([CH3:16])([CH3:15])[C:12]([CH3:18])([CH3:17])[O:11]2)[CH:7]=[CH:6][C:4]=1[NH2:5].[CH3:19][C:20]([O:23][C:24](O[C:24]([O:23][C:20]([CH3:22])([CH3:21])[CH3:19])=[O:25])=[O:25])([CH3:22])[CH3:21]. (3) The reactants are: [CH3:1][C:2]1([CH3:33])[CH2:8][C:7](=[O:9])[CH2:6][CH2:5][C:4]([CH3:11])([CH3:10])[P:3]1[C:12]1[CH:17]=[CH:16][CH:15]=[CH:14][C:13]=1[C:18]1[C:23]([CH:24]([CH3:26])[CH3:25])=[CH:22][C:21]([CH:27]([CH3:29])[CH3:28])=[CH:20][C:19]=1[CH:30]([CH3:32])[CH3:31].B(F)(F)F.[CH3:38]COCC.C[Si](C=[N+]=[N-])(C)C. Given the product [CH3:33][C:2]1([CH3:1])[CH2:8][C:7](=[O:9])[CH2:38][CH2:6][CH2:5][C:4]([CH3:11])([CH3:10])[P:3]1[C:12]1[CH:17]=[CH:16][CH:15]=[CH:14][C:13]=1[C:18]1[C:23]([CH:24]([CH3:25])[CH3:26])=[CH:22][C:21]([CH:27]([CH3:29])[CH3:28])=[CH:20][C:19]=1[CH:30]([CH3:31])[CH3:32], predict the reactants needed to synthesize it. (4) Given the product [CH2:19]([C@@:17]1([CH3:21])[NH:18][C:26](=[O:28])[N:15]([C:12]2[CH:13]=[N:14][C:9]([O:8][C:5]3[CH:6]=[CH:7][C:2]([CH3:1])=[C:3]([O:23][CH3:24])[CH:4]=3)=[CH:10][CH:11]=2)[C:16]1=[O:22])[CH3:20], predict the reactants needed to synthesize it. The reactants are: [CH3:1][C:2]1[CH:7]=[CH:6][C:5]([O:8][C:9]2[N:14]=[CH:13][C:12]([NH:15][C:16](=[O:22])[C@:17]([CH3:21])([CH2:19][CH3:20])[NH2:18])=[CH:11][CH:10]=2)=[CH:4][C:3]=1[O:23][CH3:24].Cl[C:26](Cl)([O:28]C(=O)OC(Cl)(Cl)Cl)Cl. (5) Given the product [CH:34]([O:33][C:31]1[CH:30]=[C:27]([CH:26]=[C:25]([O:24][CH:21]([CH3:23])[CH3:22])[CH:32]=1)[CH2:28][N:1]1[CH2:2][CH2:3][CH:4]([NH:7][C:8]2[O:9][C:10]3[CH:16]=[CH:15][C:14]([O:17][CH2:18][C:19]#[N:20])=[CH:13][C:11]=3[N:12]=2)[CH2:5][CH2:6]1)([CH3:35])[CH3:36], predict the reactants needed to synthesize it. The reactants are: [NH:1]1[CH2:6][CH2:5][CH:4]([NH:7][C:8]2[O:9][C:10]3[CH:16]=[CH:15][C:14]([O:17][CH2:18][C:19]#[N:20])=[CH:13][C:11]=3[N:12]=2)[CH2:3][CH2:2]1.[CH:21]([O:24][C:25]1[CH:26]=[C:27]([CH:30]=[C:31]([O:33][CH:34]([CH3:36])[CH3:35])[CH:32]=1)[CH:28]=O)([CH3:23])[CH3:22].OC1C=C(C=C(O)C=1)C=O.IC(C)C.C([O-])([O-])=O.[K+].[K+].C([BH3-])#N.[Na+].C(N(C(C)C)C(C)C)C. (6) Given the product [CH:1]1([C:4]2[NH:5][C:6]3[C:12]([C:13]([NH:18][CH2:19][CH2:20][C:21]4[CH:22]=[CH:23][C:24]([S:27](=[O:29])(=[O:28])[NH2:30])=[CH:25][CH:26]=4)=[O:15])=[CH:11][CH:10]=[C:9]([O:16][CH3:17])[C:7]=3[N:8]=2)[CH2:2][CH2:3]1, predict the reactants needed to synthesize it. The reactants are: [CH:1]1([C:4]2[NH:8][C:7]3[C:9]([O:16][CH3:17])=[CH:10][CH:11]=[C:12]([C:13]([OH:15])=O)[C:6]=3[N:5]=2)[CH2:3][CH2:2]1.[NH2:18][CH2:19][CH2:20][C:21]1[CH:26]=[CH:25][C:24]([S:27]([NH2:30])(=[O:29])=[O:28])=[CH:23][CH:22]=1. (7) Given the product [OH:25][C@@H:20]1[CH2:21][CH2:22][CH2:23][CH2:24][C@H:19]1[N:14]1[CH2:13][C:12]2[C:16](=[CH:17][C:9]([CH2:8][C:5]3[CH:6]=[N:7][C:2]([C:35]4[CH:34]=[N:33][N:32]([CH3:31])[CH:36]=4)=[CH:3][CH:4]=3)=[CH:10][CH:11]=2)[C:15]1=[O:18], predict the reactants needed to synthesize it. The reactants are: Cl[C:2]1[N:7]=[CH:6][C:5]([CH2:8][C:9]2[CH:17]=[C:16]3[C:12]([CH2:13][N:14]([C@@H:19]4[CH2:24][CH2:23][CH2:22][CH2:21][C@H:20]4[OH:25])[C:15]3=[O:18])=[CH:11][CH:10]=2)=[CH:4][CH:3]=1.C1COCC1.[CH3:31][N:32]1[CH:36]=[C:35](B2OC(C)(C)C(C)(C)O2)[CH:34]=[N:33]1.C(=O)([O-])[O-].[Cs+].[Cs+]. (8) Given the product [Br:5][C:6]1[CH:7]=[C:8]([CH2:12][C:13]([Cl:3])=[O:15])[CH:9]=[CH:10][CH:11]=1, predict the reactants needed to synthesize it. The reactants are: S(Cl)([Cl:3])=O.[Br:5][C:6]1[CH:7]=[C:8]([CH2:12][C:13]([OH:15])=O)[CH:9]=[CH:10][CH:11]=1.